Dataset: hERG potassium channel inhibition data for cardiac toxicity prediction from Karim et al.. Task: Regression/Classification. Given a drug SMILES string, predict its toxicity properties. Task type varies by dataset: regression for continuous values (e.g., LD50, hERG inhibition percentage) or binary classification for toxic/non-toxic outcomes (e.g., AMES mutagenicity, cardiotoxicity, hepatotoxicity). Dataset: herg_karim. (1) The drug is CCOC(=O)C1=C(CN2CCOCC2)NC(c2nncs2)=NC1c1ccc(F)cc1Br. The result is 1 (blocker). (2) The result is 0 (non-blocker). The molecule is Cn1cc(-c2ccc3nnc(Sc4ccc5ncccc5c4)n3n2)cn1. (3) The compound is Nc1ncnc2c1c(-c1cccc(OCC34CCC(CC3)O4)c1)cn2[C@H]1C[C@@H](CN2CC[S+]([O-])CC2)C1. The result is 0 (non-blocker). (4) The drug is O=C([C@@H](O)C1CC1)N1CC(c2cc(F)ccc2F)=C[C@H]1c1ccccc1. The result is 0 (non-blocker). (5) The compound is CCOc1cccc(-n2cc3nc(-c4cccnc4C)n(C[C@H]4CCCN(C[C@H]5CCCO5)C4)c(=O)c3n2)c1. The result is 0 (non-blocker).